This data is from NCI-60 drug combinations with 297,098 pairs across 59 cell lines. The task is: Regression. Given two drug SMILES strings and cell line genomic features, predict the synergy score measuring deviation from expected non-interaction effect. (1) Cell line: SW-620. Drug 1: CS(=O)(=O)CCNCC1=CC=C(O1)C2=CC3=C(C=C2)N=CN=C3NC4=CC(=C(C=C4)OCC5=CC(=CC=C5)F)Cl. Drug 2: C1=NC2=C(N1)C(=S)N=CN2. Synergy scores: CSS=38.9, Synergy_ZIP=-9.55, Synergy_Bliss=-15.3, Synergy_Loewe=-18.0, Synergy_HSA=-12.5. (2) Drug 1: CCC1=C2CN3C(=CC4=C(C3=O)COC(=O)C4(CC)O)C2=NC5=C1C=C(C=C5)O. Drug 2: C1CCC(C(C1)N)N.C(=O)(C(=O)[O-])[O-].[Pt+4]. Cell line: NCI-H226. Synergy scores: CSS=41.2, Synergy_ZIP=-4.73, Synergy_Bliss=-0.0326, Synergy_Loewe=2.73, Synergy_HSA=4.51. (3) Drug 1: CN(C)N=NC1=C(NC=N1)C(=O)N. Drug 2: CC1=C(C=C(C=C1)C(=O)NC2=CC(=CC(=C2)C(F)(F)F)N3C=C(N=C3)C)NC4=NC=CC(=N4)C5=CN=CC=C5. Cell line: KM12. Synergy scores: CSS=34.3, Synergy_ZIP=-5.07, Synergy_Bliss=0.480, Synergy_Loewe=2.61, Synergy_HSA=8.16. (4) Drug 1: CC(C)NC(=O)C1=CC=C(C=C1)CNNC.Cl. Drug 2: C1C(C(OC1N2C=NC(=NC2=O)N)CO)O. Cell line: MOLT-4. Synergy scores: CSS=45.4, Synergy_ZIP=1.27, Synergy_Bliss=0.804, Synergy_Loewe=-38.8, Synergy_HSA=1.14.